This data is from Full USPTO retrosynthesis dataset with 1.9M reactions from patents (1976-2016). The task is: Predict the reactants needed to synthesize the given product. (1) Given the product [S:23]1[CH:24]=[N:25][N:26]=[C:22]1[NH:21][C:19]([C:18]1[CH:17]=[C:16]([C:2]2[CH:7]=[CH:6][C:5]([C:8]3[O:12][N:11]=[C:10]([CH3:13])[N:9]=3)=[CH:4][CH:3]=2)[C:15]([CH3:14])=[CH:28][CH:27]=1)=[O:20], predict the reactants needed to synthesize it. The reactants are: I[C:2]1[CH:7]=[CH:6][C:5]([C:8]2[O:12][N:11]=[C:10]([CH3:13])[N:9]=2)=[CH:4][CH:3]=1.[CH3:14][C:15]1[CH:28]=[CH:27][C:18]([C:19]([NH:21][C:22]2[S:23][CH:24]=[N:25][N:26]=2)=[O:20])=[CH:17][C:16]=1B1OC(C)(C)C(C)(C)O1. (2) The reactants are: C([O:3][C:4](=[O:39])[CH2:5][CH2:6][CH2:7][O:8][C:9]1[CH:14]=[CH:13][CH:12]=[C:11]([CH2:15][CH2:16][CH2:17][CH2:18][CH2:19][CH2:20][O:21][C:22]2[CH:27]=[C:26](Br)[CH:25]=[C:24]([CH2:29][C:30]#[N:31])[CH:23]=2)[C:10]=1[CH2:32][CH2:33][C:34]([O:36]CC)=[O:35])C.[S:40]1[CH:44]=[CH:43][C:42](B(O)O)=[CH:41]1. Given the product [C:34]([CH2:33][CH2:32][C:10]1[C:11]([CH2:15][CH2:16][CH2:17][CH2:18][CH2:19][CH2:20][O:21][C:22]2[CH:27]=[C:26]([C:42]3[CH:43]=[CH:44][S:40][CH:41]=3)[CH:25]=[C:24]([CH2:29][C:30]#[N:31])[CH:23]=2)=[CH:12][CH:13]=[CH:14][C:9]=1[O:8][CH2:7][CH2:6][CH2:5][C:4]([OH:3])=[O:39])([OH:36])=[O:35], predict the reactants needed to synthesize it. (3) Given the product [C:24]([CH:22]1[CH2:23][CH:21]1[C:17]1[N:13]2[C:14](=[O:16])[CH:15]=[C:10]([CH2:9][C:5]3[CH:4]=[C:3]([CH:8]=[CH:7][CH:6]=3)[C:1]#[N:2])[N:11]=[C:12]2[S:19][C:18]=1[CH3:20])#[N:26], predict the reactants needed to synthesize it. The reactants are: [C:1]([C:3]1[CH:4]=[C:5]([CH2:9][C:10]2[N:11]=[C:12]3[S:19][C:18]([CH3:20])=[C:17]([CH:21]4[CH2:23][CH:22]4[C:24]([NH2:26])=O)[N:13]3[C:14](=[O:16])[CH:15]=2)[CH:6]=[CH:7][CH:8]=1)#[N:2].N12CCCN=C1CCCCC2.C(OP(Cl)(Cl)=O)C. (4) Given the product [NH2:1][C:4]1[CH:9]=[CH:8][CH:7]=[CH:6][C:5]=1[NH:10][CH2:11][N:12]1[CH2:16][CH:15]([CH2:17][CH2:18][CH3:19])[CH2:14][C:13]1=[O:20], predict the reactants needed to synthesize it. The reactants are: [N+:1]([C:4]1[CH:9]=[CH:8][CH:7]=[CH:6][C:5]=1[NH:10][CH2:11][N:12]1[CH2:16][CH:15]([CH2:17][CH2:18][CH3:19])[CH2:14][C:13]1=[O:20])([O-])=O. (5) Given the product [Br:1][C:2]1[N:10]([CH2:11][O:32][CH2:31][CH2:30][Si:29]([CH3:36])([CH3:35])[CH3:28])[C:9]2[C:8](=[O:19])[NH:7][C:6](=[O:20])[N:5]([CH3:21])[C:4]=2[N:3]=1, predict the reactants needed to synthesize it. The reactants are: [Br:1][C:2]1[N:10]([CH2:11]C2C=CC(Cl)=CC=2)[C:9]2[C:8](=[O:19])[NH:7][C:6](=[O:20])[N:5]([CH3:21])[C:4]=2[N:3]=1.C(=O)([O-])[O-].[K+].[K+].[CH3:28][Si:29]([CH3:36])([CH3:35])[CH2:30][CH2:31][O:32]CCl. (6) The reactants are: [F:1][C:2]1[CH:7]=[C:6](F)[CH:5]=[CH:4][C:3]=1[N+:9]([O-:11])=[O:10].[CH3:12][CH:13]([C:19]([O:21][CH2:22][CH3:23])=[O:20])[C:14]([O:16][CH2:17][CH3:18])=[O:15].[OH-].[Na+].Cl. Given the product [CH2:17]([O:16][C:14](=[O:15])[C:13]([C:6]1[CH:5]=[CH:4][C:3]([N+:9]([O-:11])=[O:10])=[C:2]([F:1])[CH:7]=1)([CH3:12])[C:19]([O:21][CH2:22][CH3:23])=[O:20])[CH3:18], predict the reactants needed to synthesize it. (7) Given the product [C:1]([O:4][C@@H:5]1[C@@H:11]([O:12][C:13](=[O:15])[CH3:14])[C@H:10]([O:16][C:17](=[O:19])[CH3:18])[C@@H:9]([C:20]([O:22][CH3:23])=[O:21])[O:8][CH:6]1[O:7][C:26](=[NH:27])[C:25]([Cl:29])([Cl:28])[Cl:24])(=[O:3])[CH3:2], predict the reactants needed to synthesize it. The reactants are: [C:1]([O:4][C@@H:5]1[C@@H:11]([O:12][C:13](=[O:15])[CH3:14])[C@H:10]([O:16][C:17](=[O:19])[CH3:18])[C@@H:9]([C:20]([O:22][CH3:23])=[O:21])[O:8][CH:6]1[OH:7])(=[O:3])[CH3:2].[Cl:24][C:25]([Cl:29])([Cl:28])[C:26]#[N:27].C([O-])([O-])=O.[K+].[K+]. (8) Given the product [F:17][C:7]1[C:8]2[N:12]([CH3:13])[C:11](=[O:14])[N:10]([CH3:15])[C:9]=2[CH:16]=[C:5]([B:21]2[O:22][C:23]([CH3:25])([CH3:24])[C:19]([CH3:35])([CH3:18])[O:20]2)[CH:6]=1, predict the reactants needed to synthesize it. The reactants are: ClCCl.Br[C:5]1[CH:6]=[C:7]([F:17])[C:8]2[N:12]([CH3:13])[C:11](=[O:14])[N:10]([CH3:15])[C:9]=2[CH:16]=1.[CH3:18][C:19]1([CH3:35])[C:23]([CH3:25])([CH3:24])[O:22][B:21]([B:21]2[O:22][C:23]([CH3:25])([CH3:24])[C:19]([CH3:35])([CH3:18])[O:20]2)[O:20]1.C([O-])(=O)C.[K+].